From a dataset of Forward reaction prediction with 1.9M reactions from USPTO patents (1976-2016). Predict the product of the given reaction. (1) Given the reactants [OH:1][C:2]1[CH:10]=[CH:9][CH:8]=[C:7]2[C:3]=1[CH:4]=[CH:5][NH:6]2.[OH-].[K+].CS(C)=O.Br[CH2:18][CH2:19][CH2:20][Cl:21], predict the reaction product. The product is: [Cl:21][CH2:20][CH2:19][CH2:18][O:1][C:2]1[CH:10]=[CH:9][CH:8]=[C:7]2[C:3]=1[CH:4]=[CH:5][NH:6]2. (2) Given the reactants [C:1]1([C@@H:7]2[CH2:11][NH:10][CH2:9][C@H:8]2[NH:12][C:13](=[O:19])[O:14][C:15]([CH3:18])([CH3:17])[CH3:16])[CH:6]=[CH:5][CH:4]=[CH:3][CH:2]=1.Br[CH2:21][C:22]#[N:23], predict the reaction product. The product is: [C:22]([CH2:21][N:10]1[CH2:11][C@@H:7]([C:1]2[CH:2]=[CH:3][CH:4]=[CH:5][CH:6]=2)[C@H:8]([NH:12][C:13](=[O:19])[O:14][C:15]([CH3:16])([CH3:18])[CH3:17])[CH2:9]1)#[N:23]. (3) Given the reactants [H-].[Na+].C(OP([CH2:11][C:12]([O:14][CH2:15][CH3:16])=[O:13])(OCC)=O)C.[CH:17]1([C:20]([C:22]2[CH:27]=[C:26]([O:28][CH3:29])[N:25]=[CH:24][N:23]=2)=O)[CH2:19][CH2:18]1.O, predict the reaction product. The product is: [CH:17]1([C:20]([C:22]2[CH:27]=[C:26]([O:28][CH3:29])[N:25]=[CH:24][N:23]=2)=[CH:11][C:12]([O:14][CH2:15][CH3:16])=[O:13])[CH2:18][CH2:19]1. (4) Given the reactants [N:1]([C:3]1[C:4]([NH2:12])=[N:5][C:6]([NH2:11])=[N:7][C:8]=1[O:9][CH3:10])=O.[ClH:13], predict the reaction product. The product is: [ClH:13].[ClH:13].[CH3:10][O:9][C:8]1[N:7]=[C:6]([NH2:11])[N:5]=[C:4]([NH2:12])[C:3]=1[NH2:1]. (5) Given the reactants [S:1]1[CH2:7][CH2:6][C:5](=O)[NH:4][CH2:3][CH2:2]1.[H-].[H-].[H-].[H-].[Li+].[Al+3].C(O)(C(F)(F)F)=O.[C:22](O[C:22]([O:24][C:25]([CH3:28])([CH3:27])[CH3:26])=[O:23])([O:24][C:25]([CH3:28])([CH3:27])[CH3:26])=[O:23], predict the reaction product. The product is: [S:1]1[CH2:7][CH2:6][CH2:5][N:4]([C:22]([O:24][C:25]([CH3:28])([CH3:27])[CH3:26])=[O:23])[CH2:3][CH2:2]1. (6) Given the reactants I[CH2:2][C:3]1[CH:8]=[CH:7][C:6](C)=[CH:5][C:4]=1[O:10][S:11]([CH3:14])(=[O:13])=[O:12].[CH3:15]C1C=CC=CC=1P(C1C=CC=CC=1C)C1C=CC=CC=1C.[CH2:37]([O:44][C:45]1[CH:50]=[C:49](I)[CH:48]=[C:47]([F:52])[C:46]=1[N:53]1[S:57](=[O:59])(=[O:58])[N:56]([CH2:60][O:61][CH2:62][C:63]2[CH:68]=[CH:67][CH:66]=[CH:65][CH:64]=2)[C:55](=[O:69])[CH2:54]1)[C:38]1[CH:43]=[CH:42][CH:41]=[CH:40][CH:39]=1, predict the reaction product. The product is: [CH2:37]([O:44][C:45]1[CH:50]=[C:49]([CH:48]=[C:47]([F:52])[C:46]=1[N:53]1[CH2:54][C:55](=[O:69])[N:56]([CH2:60][O:61][CH2:62][C:63]2[CH:68]=[CH:67][CH:66]=[CH:65][CH:64]=2)[S:57]1(=[O:59])=[O:58])[CH2:2][C:3]1[CH:8]=[C:7]([CH3:15])[CH:6]=[CH:5][C:4]=1[O:10][S:11]([CH3:14])(=[O:12])=[O:13])[C:38]1[CH:43]=[CH:42][CH:41]=[CH:40][CH:39]=1. (7) The product is: [CH3:16][O:15][C:8]1[CH:9]=[CH:10][C:11]2[N:12]=[C:25]([C:27]3[CH:32]=[CH:31][CH:30]=[CH:29][CH:28]=3)[C:23]([C:17]3[CH:22]=[CH:21][CH:20]=[CH:19][CH:18]=3)=[N:1][C:2]=2[C:3]=1[C:4]([O:6][CH3:7])=[O:5]. Given the reactants [NH2:1][C:2]1[C:11]([N+:12]([O-])=O)=[CH:10][CH:9]=[C:8]([O:15][CH3:16])[C:3]=1[C:4]([O:6][CH3:7])=[O:5].[C:17]1([C:23]([C:25]([C:27]2[CH:32]=[CH:31][CH:30]=[CH:29][CH:28]=2)=O)=O)[CH:22]=[CH:21][CH:20]=[CH:19][CH:18]=1, predict the reaction product. (8) The product is: [CH3:5][O:6][C:18]1[N:17]=[C:16]([C:13]2([CH3:12])[CH2:14][CH2:15]2)[C:21]([C:22]([NH:24][CH:25]2[CH:26]3[CH2:27][CH:28]4[CH2:29][C:30]([O:35][CH2:36][C:37]5[CH:42]=[CH:41][CH:40]=[CH:39][CH:38]=5)([CH2:31][CH:32]2[CH2:33]4)[CH2:34]3)=[O:23])=[CH:20][N:19]=1.[OH:6][C:18]1[N:17]=[C:16]([C:13]2([CH3:12])[CH2:14][CH2:15]2)[C:21]([C:22]([NH:24][CH:25]2[CH:32]3[CH2:33][CH:28]4[CH2:29][C:30]([O:35][CH2:36][C:37]5[CH:42]=[CH:41][CH:40]=[CH:39][CH:38]=5)([CH2:34][CH:26]2[CH2:27]4)[CH2:31]3)=[O:23])=[CH:20][N:19]=1. Given the reactants ClC1C=C(C=CC=1)[C:5](OO)=[O:6].[CH3:12][C:13]1([C:16]2[C:21]([C:22]([NH:24][CH:25]3[CH:32]4[CH2:33][CH:28]5[CH2:29][C:30]([O:35][CH2:36][C:37]6[CH:42]=[CH:41][CH:40]=[CH:39][CH:38]=6)([CH2:34][CH:26]3[CH2:27]5)[CH2:31]4)=[O:23])=[CH:20][N:19]=[C:18](SC)[N:17]=2)[CH2:15][CH2:14]1, predict the reaction product. (9) Given the reactants [OH:1][CH2:2][C:3]([CH3:9])([CH3:8])[C:4]([O:6][CH3:7])=[O:5].C1C=C[NH+]=CC=1.[O-][Cr](Cl)(=O)=O, predict the reaction product. The product is: [CH3:8][C:3]([CH3:9])([CH:2]=[O:1])[C:4]([O:6][CH3:7])=[O:5]. (10) Given the reactants C([Si](C)(C)[O:6][CH2:7][CH2:8][C:9]1[N:10]=[C:11]([C:18]2[C:22]([NH:23][C:24](=[O:33])[C:25]3[C:30]([F:31])=[CH:29][CH:28]=[CH:27][C:26]=3[F:32])=[CH:21][N:20](C3CCCCO3)[N:19]=2)[NH:12][C:13]=1[CH2:14][CH:15]([CH3:17])[CH3:16])(C)(C)C.[F-].C([N+](CCCC)(CCCC)CCCC)CCC, predict the reaction product. The product is: [F:32][C:26]1[CH:27]=[CH:28][CH:29]=[C:30]([F:31])[C:25]=1[C:24]([NH:23][C:22]1[C:18]([C:11]2[NH:12][C:13]([CH2:14][CH:15]([CH3:17])[CH3:16])=[C:9]([CH2:8][CH2:7][OH:6])[N:10]=2)=[N:19][NH:20][CH:21]=1)=[O:33].